From a dataset of TCR-epitope binding with 47,182 pairs between 192 epitopes and 23,139 TCRs. Binary Classification. Given a T-cell receptor sequence (or CDR3 region) and an epitope sequence, predict whether binding occurs between them. (1) The epitope is QARQMVQAMRTIGTHP. The TCR CDR3 sequence is CSARMGVEAFF. Result: 0 (the TCR does not bind to the epitope). (2) The epitope is FPPTSFGPL. The TCR CDR3 sequence is CASSLGHELEEKLFF. Result: 1 (the TCR binds to the epitope). (3) The epitope is KPLEFGATSAAL. The TCR CDR3 sequence is CASSLAGEMYEQYF. Result: 1 (the TCR binds to the epitope). (4) The epitope is NLNESLIDL. The TCR CDR3 sequence is CASSPGRGYEQYF. Result: 1 (the TCR binds to the epitope). (5) The epitope is YSEHPTFTSQY. The TCR CDR3 sequence is CAISDGGAAAGELFF. Result: 0 (the TCR does not bind to the epitope).